This data is from TCR-epitope binding with 47,182 pairs between 192 epitopes and 23,139 TCRs. The task is: Binary Classification. Given a T-cell receptor sequence (or CDR3 region) and an epitope sequence, predict whether binding occurs between them. (1) The epitope is KRWIILGLNK. The TCR CDR3 sequence is CASRLLGGGQETQYF. Result: 1 (the TCR binds to the epitope). (2) The epitope is AVFDRKSDAK. Result: 0 (the TCR does not bind to the epitope). The TCR CDR3 sequence is CASSQVTGTVYQETQYF. (3) The epitope is ALLADKFPV. The TCR CDR3 sequence is CASSYGPPSGGQYF. Result: 1 (the TCR binds to the epitope). (4) The TCR CDR3 sequence is CASSEIGRSTGELFF. The epitope is RILGAGCFV. Result: 0 (the TCR does not bind to the epitope). (5) The epitope is GTSGSPIIDK. The TCR CDR3 sequence is CASSQDPGLNTEAFF. Result: 1 (the TCR binds to the epitope). (6) The epitope is FADDLNQLTGY. The TCR CDR3 sequence is CASSELRGQGTHNEQFF. Result: 1 (the TCR binds to the epitope).